The task is: Predict which catalyst facilitates the given reaction.. This data is from Catalyst prediction with 721,799 reactions and 888 catalyst types from USPTO. (1) Reactant: [CH3:1][S:2][C:3]1C=[CH:7][C:6]([CH:9]=[O:10])=[CH:5][N:4]=1.[CH:11]1([Mg]Br)[CH2:13][CH2:12]1.[Cl-].[NH4+:17]. Product: [CH:11]1([CH:9]([C:6]2[CH:7]=[N:17][C:3]([S:2][CH3:1])=[N:4][CH:5]=2)[OH:10])[CH2:13][CH2:12]1. The catalyst class is: 7. (2) Reactant: [O:1]1[CH2:6][CH2:5][CH2:4][CH2:3][CH:2]1[N:7]1[C:15]2[C:10](=[CH:11][C:12]([C:16]#[C:17][Si](C)(C)C)=[CH:13][CH:14]=2)[CH:9]=[N:8]1.C([O-])([O-])=O.[K+].[K+]. Product: [C:16]([C:12]1[CH:11]=[C:10]2[C:15](=[CH:14][CH:13]=1)[N:7]([CH:2]1[CH2:3][CH2:4][CH2:5][CH2:6][O:1]1)[N:8]=[CH:9]2)#[CH:17]. The catalyst class is: 5. (3) Reactant: [Cl:1][C:2]1[CH:7]=[CH:6][C:5](B(O)O)=[CH:4][CH:3]=1.Cl[C:12]1[C:18]2[CH:19]=[C:20]([C:23]3[O:27][N:26]=[C:25]([CH3:28])[N:24]=3)[CH:21]=[CH:22][C:17]=2[C:16]2[C:29]([CH3:32])=[N:30][O:31][C:15]=2[C@H:14]([CH2:33][C:34]([O:36][C:37]([CH3:40])([CH3:39])[CH3:38])=[O:35])[N:13]=1.C(=O)([O-])[O-].[Na+].[Na+]. Product: [Cl:1][C:2]1[CH:7]=[CH:6][C:5]([C:12]2[C:18]3[CH:19]=[C:20]([C:23]4[O:27][N:26]=[C:25]([CH3:28])[N:24]=4)[CH:21]=[CH:22][C:17]=3[C:16]3[C:29]([CH3:32])=[N:30][O:31][C:15]=3[C@H:14]([CH2:33][C:34]([O:36][C:37]([CH3:40])([CH3:39])[CH3:38])=[O:35])[N:13]=2)=[CH:4][CH:3]=1. The catalyst class is: 206. (4) Reactant: [Cl:1][C:2]1[CH:7]=[CH:6][C:5]([CH:8]([C:10](=O)[CH2:11][CH3:12])[CH3:9])=[CH:4][C:3]=1[O:14][CH2:15][CH2:16][O:17][CH3:18].C([O-])(=O)C.[NH4+].[BH3-]C#[N:26].[Na+].[OH-].[Na+]. Product: [Cl:1][C:2]1[CH:7]=[CH:6][C:5]([CH:8]([CH:10]([NH2:26])[CH2:11][CH3:12])[CH3:9])=[CH:4][C:3]=1[O:14][CH2:15][CH2:16][O:17][CH3:18]. The catalyst class is: 5. (5) Reactant: [Cl:1][C:2]1[CH:7]=[CH:6][C:5]([C:8]2[CH:9]=[N:10][CH:11]=[C:12]3[C:17]=2[N:16]=[C:15]([C:18]([OH:20])=O)[CH:14]=[CH:13]3)=[CH:4][CH:3]=1.C(N(CC)C(C)C)(C)C.F[P-](F)(F)(F)(F)F.N1(OC(N(C)C)=[N+](C)C)C2N=CC=CC=2N=N1.[CH3:54][S:55]([C:58]1[CH:59]=[C:60]([CH2:64][NH2:65])[CH:61]=[CH:62][CH:63]=1)(=[O:57])=[O:56]. Product: [Cl:1][C:2]1[CH:3]=[CH:4][C:5]([C:8]2[CH:9]=[N:10][CH:11]=[C:12]3[C:17]=2[N:16]=[C:15]([C:18]([NH:65][CH2:64][C:60]2[CH:61]=[CH:62][CH:63]=[C:58]([S:55]([CH3:54])(=[O:57])=[O:56])[CH:59]=2)=[O:20])[CH:14]=[CH:13]3)=[CH:6][CH:7]=1. The catalyst class is: 9. (6) Reactant: [Cl:1][C:2]1[CH:11]=[CH:10][C:5]([C:6]([O:8][CH3:9])=[O:7])=[C:4]([NH:12][CH2:13][CH2:14][CH2:15][OH:16])[C:3]=1[NH:17][C:18](=S)[NH:19][C:20]1[C:21]([CH3:29])=[N:22][C:23]([N:26]([CH3:28])[CH3:27])=[CH:24][CH:25]=1.Cl.C(N=C=NCCCN(C)C)C.C(N(CC)CC)C. Product: [Cl:1][C:2]1[C:3]2[N:17]=[C:18]([NH:19][C:20]3[C:21]([CH3:29])=[N:22][C:23]([N:26]([CH3:28])[CH3:27])=[CH:24][CH:25]=3)[N:12]([CH2:13][CH2:14][CH2:15][OH:16])[C:4]=2[C:5]([C:6]([O:8][CH3:9])=[O:7])=[CH:10][CH:11]=1. The catalyst class is: 685.